From a dataset of Catalyst prediction with 721,799 reactions and 888 catalyst types from USPTO. Predict which catalyst facilitates the given reaction. (1) Reactant: [F:1][C:2]1[CH:3]=[C:4]([Mg]Br)[CH:5]=[CH:6][C:7]=1[O:8][CH3:9].[O:12]=[C:13]1[CH2:18][CH2:17][C:16]([C:21]2[CH:26]=[CH:25][CH:24]=[CH:23][CH:22]=2)([C:19]#[N:20])[CH2:15][CH2:14]1.[Cl-].[NH4+]. Product: [F:1][C:2]1[CH:3]=[C:4]([C:13]2([OH:12])[CH2:18][CH2:17][C:16]([C:21]3[CH:22]=[CH:23][CH:24]=[CH:25][CH:26]=3)([C:19]#[N:20])[CH2:15][CH2:14]2)[CH:5]=[CH:6][C:7]=1[O:8][CH3:9]. The catalyst class is: 1. (2) Reactant: [C:1]([O:9][CH2:10][C@@H:11]1[CH2:15][C@@H:14]([N:16]=[N+]=[N-])[C@H:13]([N:19]2[C:23]3[N:24]=[C:25]([NH2:29])[NH:26][C:27](=[O:28])[C:22]=3[S:21][C:20]2=[O:30])[O:12]1)(=[O:8])[C:2]1[CH:7]=[CH:6][CH:5]=[CH:4][CH:3]=1.C1(P(C2C=CC=CC=2)C2C=CC=CC=2)C=CC=CC=1.O. Product: [C:1]([O:9][CH2:10][C@@H:11]1[CH2:15][C@@H:14]([NH2:16])[C@H:13]([N:19]2[C:23]3[N:24]=[C:25]([NH2:29])[NH:26][C:27](=[O:28])[C:22]=3[S:21][C:20]2=[O:30])[O:12]1)(=[O:8])[C:2]1[CH:7]=[CH:6][CH:5]=[CH:4][CH:3]=1. The catalyst class is: 1. (3) Product: [Cl:28][C:29]1[CH:34]=[CH:33][C:32]([C:35]2[N:36]=[C:37]3[CH:42]=[CH:41][C:40]([C:43]([NH:50][CH2:51][CH2:52][CH2:53][OH:54])=[O:45])=[CH:39][N:38]3[C:46]=2[CH2:47][OH:48])=[CH:31][CH:30]=1. The catalyst class is: 656. Reactant: C(N(C(C)C)CC)(C)C.CCCP1(OP(CCC)(=O)OP(CCC)(=O)O1)=O.[Cl:28][C:29]1[CH:34]=[CH:33][C:32]([C:35]2[N:36]=[C:37]3[CH:42]=[CH:41][C:40]([C:43]([O-:45])=O)=[CH:39][N:38]3[C:46]=2[CH2:47][OH:48])=[CH:31][CH:30]=1.[Na+].[NH2:50][CH2:51][CH2:52][CH2:53][OH:54]. (4) Reactant: [OH:1][C:2]1[CH:3]=[C:4]2[C:8](=[CH:9][C:10]=1[OH:11])[C:7](=[O:12])[CH2:6][CH2:5]2.C(=O)([O-])[O-].[K+].[K+].Cl[CH2:20][CH2:21][CH2:22][O:23][CH:24]1[CH2:29][CH2:28][CH2:27][CH2:26][O:25]1.[I-].[K+].[CH2:32](Br)[CH3:33]. Product: [CH2:32]([O:11][C:10]1[CH:9]=[C:8]2[C:4]([CH2:5][CH2:6][C:7]2=[O:12])=[CH:3][C:2]=1[O:1][CH2:20][CH2:21][CH2:22][O:23][CH:24]1[CH2:29][CH2:28][CH2:27][CH2:26][O:25]1)[CH3:33]. The catalyst class is: 39. (5) Reactant: [I:1][C:2]1[CH:8]=[CH:7][C:5]([NH2:6])=[CH:4][CH:3]=1.C(O[CH:12]=[C:13]([C:19]([O:21][CH2:22][CH3:23])=[O:20])[C:14]([O:16][CH2:17][CH3:18])=[O:15])C. Product: [CH2:17]([O:16][C:14](=[O:15])[C:13](=[CH:12][NH:6][C:5]1[CH:7]=[CH:8][C:2]([I:1])=[CH:3][CH:4]=1)[C:19]([O:21][CH2:22][CH3:23])=[O:20])[CH3:18]. The catalyst class is: 8. (6) Reactant: [CH:1]([O:4][C:5]([N:7]1[CH2:12][CH2:11][CH:10]([CH2:13][O:14][C:15]2[CH:20]=[CH:19][C:18]([C:21]3[CH:26]=[CH:25][C:24]([CH2:27][C@H:28]([NH:33][C:34]([O:36][C:37]([CH3:40])([CH3:39])[CH3:38])=[O:35])[C:29]([O:31]C)=[O:30])=[CH:23][CH:22]=3)=[CH:17][CH:16]=2)[CH2:9][CH2:8]1)=[O:6])([CH3:3])[CH3:2].O.O.[OH-].[Li+]. Product: [CH:1]([O:4][C:5]([N:7]1[CH2:12][CH2:11][CH:10]([CH2:13][O:14][C:15]2[CH:20]=[CH:19][C:18]([C:21]3[CH:22]=[CH:23][C:24]([CH2:27][C@H:28]([NH:33][C:34]([O:36][C:37]([CH3:39])([CH3:38])[CH3:40])=[O:35])[C:29]([OH:31])=[O:30])=[CH:25][CH:26]=3)=[CH:17][CH:16]=2)[CH2:9][CH2:8]1)=[O:6])([CH3:3])[CH3:2]. The catalyst class is: 1.